This data is from Catalyst prediction with 721,799 reactions and 888 catalyst types from USPTO. The task is: Predict which catalyst facilitates the given reaction. (1) Reactant: [Cl:1][C:2]1[CH:7]=[CH:6][N:5]=[C:4]2[CH:8]=[CH:9][S:10][C:3]=12.C([Li])CCC.[CH3:16][O:17][CH2:18][N:19]=[C:20]=[S:21]. Product: [CH3:16][O:17][CH2:18][NH:19][C:20]([C:9]1[S:10][C:3]2[C:4](=[N:5][CH:6]=[CH:7][C:2]=2[Cl:1])[CH:8]=1)=[S:21]. The catalyst class is: 1. (2) Reactant: CC(OI1(OC(C)=O)(OC(C)=O)OC(=O)C2C=CC=CC1=2)=O.C(O)(C)(C)C.[CH2:28]([O:30][C:31](=[O:49])[CH:32](O)[CH:33]([CH3:47])[C:34](=O)[C:35]1[S:39][C:38]([C:40]2[CH:45]=[CH:44][CH:43]=[CH:42][CH:41]=2)=[N:37][CH:36]=1)[CH3:29].C(O)(=O)C.O.[NH2:55][NH2:56]. Product: [CH2:28]([O:30][C:31]([C:32]1[NH:55][N:56]=[C:34]([C:35]2[S:39][C:38]([C:40]3[CH:45]=[CH:44][CH:43]=[CH:42][CH:41]=3)=[N:37][CH:36]=2)[C:33]=1[CH3:47])=[O:49])[CH3:29]. The catalyst class is: 4. (3) Product: [CH3:21][O:20][C:14]1[C:13]2[CH:12]=[C:11]([C:8]3[N:6]4[N:7]=[C:2]([NH:22][CH2:23][C@@H:24]([C:26]5[CH:31]=[CH:30][CH:29]=[CH:28][CH:27]=5)[OH:25])[CH:3]=[CH:4][C:5]4=[N:10][CH:9]=3)[O:19][C:18]=2[CH:17]=[CH:16][N:15]=1. Reactant: Cl[C:2]1[CH:3]=[CH:4][C:5]2[N:6]([C:8]([C:11]3[O:19][C:18]4[CH:17]=[CH:16][N:15]=[C:14]([O:20][CH3:21])[C:13]=4[CH:12]=3)=[CH:9][N:10]=2)[N:7]=1.[NH2:22][CH2:23][C@H:24]([C:26]1[CH:31]=[CH:30][CH:29]=[CH:28][CH:27]=1)[OH:25].C(N(C(C)C)C(C)C)C. The catalyst class is: 51. (4) Product: [F:46][C:43]1[CH:42]=[C:41]([CH:55]([CH2:56][NH:57][C:16](=[O:18])[CH2:15][CH2:14][CH2:13][CH2:12][C:3]2[CH:4]=[CH:5][C:6]3[CH2:7][CH2:8][CH2:9][NH:10][C:11]=3[N:2]=2)[C:24]([OH:23])=[O:54])[CH:40]=[CH:39][CH:38]=1. Reactant: Cl.[N:2]1[C:11]2[NH:10][CH2:9][CH2:8][CH2:7][C:6]=2[CH:5]=[CH:4][C:3]=1[CH2:12][CH2:13][CH2:14][CH2:15][C:16]([OH:18])=O.CN1C[CH2:24][O:23]CC1.CN([P+](ON1N=N[C:43]2[C:38]1=[CH:39][CH:40]=[CH:41][CH:42]=2)(N(C)C)N(C)C)C.[F:46][P-](F)(F)(F)(F)F.[Li+].[OH-:54].[CH3:55][C:56]#[N:57]. The catalyst class is: 92. (5) Reactant: F[C:2]1[CH:7]=[CH:6][CH:5]=[C:4](F)[C:3]=1[N+:9]([O-:11])=[O:10].[NH2:12][CH:13]([C:18]1[CH:23]=[CH:22][CH:21]=[CH:20][CH:19]=1)[CH2:14][C:15]([OH:17])=[O:16].C(=O)([O-])[O-].[K+].[K+].[CH3:30][O:31][C:32]1[CH:39]=[CH:38][C:35]([CH2:36][NH2:37])=[CH:34][CH:33]=1. Product: [CH3:30][O:31][C:32]1[CH:39]=[CH:38][C:35]([CH2:36][NH:37][C:2]2[C:3]([N+:9]([O-:11])=[O:10])=[C:4]([CH:5]=[CH:6][CH:7]=2)[NH:12][CH:13]([C:18]2[CH:23]=[CH:22][CH:21]=[CH:20][CH:19]=2)[CH2:14][C:15]([OH:17])=[O:16])=[CH:34][CH:33]=1. The catalyst class is: 16. (6) Reactant: [Cl:1][C:2]1[CH:7]=[CH:6][N:5]=[C:4]2[C:8]([C:11]([NH:13][C@H:14]3[CH2:19][CH2:18][CH2:17][CH2:16][C@@H:15]3[OH:20])=[O:12])=[CH:9][NH:10][C:3]=12.ClC[C:23]1[CH:24]=[CH:25][C:26]([O:29][CH3:30])=[N:27][CH:28]=1.[C:31](=O)([O-])[O-].[Cs+].[Cs+]. Product: [Cl:1][C:2]1[CH:7]=[CH:6][N:5]=[C:4]2[C:8]([C:11]([NH:13][C@H:14]3[CH2:19][CH2:18][CH2:17][CH2:16][C@@H:15]3[OH:20])=[O:12])=[CH:9][N:10]([CH2:31][C:24]3[CH:23]=[CH:28][N:27]=[C:26]([O:29][CH3:30])[CH:25]=3)[C:3]=12. The catalyst class is: 3.